The task is: Regression. Given two drug SMILES strings and cell line genomic features, predict the synergy score measuring deviation from expected non-interaction effect.. This data is from NCI-60 drug combinations with 297,098 pairs across 59 cell lines. (1) Drug 1: C1C(C(OC1N2C=NC3=C(N=C(N=C32)Cl)N)CO)O. Drug 2: C1=NC2=C(N1)C(=S)N=CN2. Cell line: SK-MEL-28. Synergy scores: CSS=35.1, Synergy_ZIP=-7.77, Synergy_Bliss=-0.213, Synergy_Loewe=2.25, Synergy_HSA=3.65. (2) Drug 1: CCC(=C(C1=CC=CC=C1)C2=CC=C(C=C2)OCCN(C)C)C3=CC=CC=C3.C(C(=O)O)C(CC(=O)O)(C(=O)O)O. Drug 2: CCC1(CC2CC(C3=C(CCN(C2)C1)C4=CC=CC=C4N3)(C5=C(C=C6C(=C5)C78CCN9C7C(C=CC9)(C(C(C8N6C)(C(=O)OC)O)OC(=O)C)CC)OC)C(=O)OC)O.OS(=O)(=O)O. Cell line: CAKI-1. Synergy scores: CSS=24.4, Synergy_ZIP=1.50, Synergy_Bliss=9.49, Synergy_Loewe=9.66, Synergy_HSA=10.5.